From a dataset of Full USPTO retrosynthesis dataset with 1.9M reactions from patents (1976-2016). Predict the reactants needed to synthesize the given product. (1) Given the product [C:1]([O:5][C:6]([N:8]1[CH2:13][CH2:12][C:11]2[C:14]([C:18]#[N:19])=[C:15]([NH:17][C:30](=[O:31])[CH2:29][CH2:28][C:23]3[CH:24]=[CH:25][CH:26]=[CH:27][C:22]=3[O:21][CH3:20])[S:16][C:10]=2[CH2:9]1)=[O:7])([CH3:4])([CH3:2])[CH3:3], predict the reactants needed to synthesize it. The reactants are: [C:1]([O:5][C:6]([N:8]1[CH2:13][CH2:12][C:11]2[C:14]([C:18]#[N:19])=[C:15]([NH2:17])[S:16][C:10]=2[CH2:9]1)=[O:7])([CH3:4])([CH3:3])[CH3:2].[CH3:20][O:21][C:22]1[CH:27]=[CH:26][CH:25]=[CH:24][C:23]=1[CH2:28][CH2:29][C:30](O)=[O:31]. (2) Given the product [F:33][CH:2]([F:1])[CH2:3][O:4][C:5]1[CH:10]=[CH:9][C:8]([F:11])=[CH:7][C:6]=1[C:12]1[C:13]2[N:14]([N:18]=[C:19]([NH:21][C:22]3[CH:32]=[CH:31][C:25]4[CH2:26][CH2:27][N:28]([CH2:35][C:36]([N:38]([CH3:40])[CH3:39])=[O:37])[CH2:29][CH2:30][C:24]=4[CH:23]=3)[N:20]=2)[CH:15]=[CH:16][CH:17]=1, predict the reactants needed to synthesize it. The reactants are: [F:1][CH:2]([F:33])[CH2:3][O:4][C:5]1[CH:10]=[CH:9][C:8]([F:11])=[CH:7][C:6]=1[C:12]1[C:13]2[N:14]([N:18]=[C:19]([NH:21][C:22]3[CH:32]=[CH:31][C:25]4[CH2:26][CH2:27][NH:28][CH2:29][CH2:30][C:24]=4[CH:23]=3)[N:20]=2)[CH:15]=[CH:16][CH:17]=1.Cl[CH2:35][C:36]([N:38]([CH3:40])[CH3:39])=[O:37]. (3) Given the product [N+:19]([C:14]1[CH:15]=[CH:16][CH:17]=[CH:18][C:13]=1[NH:1][CH2:2][N:3]1[CH2:7][CH:6]([CH2:8][CH2:9][CH3:10])[CH2:5][C:4]1=[O:11])([O-:21])=[O:20], predict the reactants needed to synthesize it. The reactants are: [NH2:1][CH2:2][N:3]1[CH2:7][CH:6]([CH2:8][CH2:9][CH3:10])[CH2:5][C:4]1=[O:11].F[C:13]1[CH:18]=[CH:17][CH:16]=[CH:15][C:14]=1[N+:19]([O-:21])=[O:20].C(N(CC)CC)C. (4) Given the product [CH3:16][C:17]1[CH:22]=[C:21]([CH3:23])[CH:20]=[C:19]([CH3:24])[C:18]=1[C:12]1[N:7]2[N:6]=[C:5]([CH2:36][CH3:37])[C:4]([N:3]([CH2:14][CH3:15])[CH2:1][CH3:2])=[C:8]2[CH:9]=[CH:10][CH:11]=1, predict the reactants needed to synthesize it. The reactants are: [CH2:1]([N:3]([CH2:14][CH3:15])[C:4]1[CH:5]=[N:6][N:7]2[C:12](I)=[CH:11][CH:10]=[CH:9][C:8]=12)[CH3:2].[CH3:16][C:17]1[CH:22]=[C:21]([CH3:23])[CH:20]=[C:19]([CH3:24])[C:18]=1B(O)O.P([O-])([O-])([O-])=O.[K+].[K+].[K+].[CH:36]1(P(C2CCCCC2)C2C=CC=CC=2C2C3C(C4C=CC=CC=4C=2)=CC=CC=3)CCCC[CH2:37]1. (5) Given the product [F:13][C:11]1[CH:10]=[C:9]2[C:4]([C:5]([CH2:15][C:16]3[N:20]([CH3:21])[N:19]=[CH:18][N:17]=3)=[N:6][NH:7][C:8]2=[O:14])=[C:3]([CH2:2]/[N:1]=[CH:27]\[C:26]2[CH:29]=[CH:30][C:23]([F:22])=[CH:24][CH:25]=2)[CH:12]=1, predict the reactants needed to synthesize it. The reactants are: [NH2:1][CH2:2][C:3]1[CH:12]=[C:11]([F:13])[CH:10]=[C:9]2[C:4]=1[C:5]([CH2:15][C:16]1[N:20]([CH3:21])[N:19]=[CH:18][N:17]=1)=[N:6][NH:7][C:8]2=[O:14].[F:22][C:23]1[CH:30]=[CH:29][C:26]([CH:27]=O)=[CH:25][CH:24]=1.